Task: Predict the product of the given reaction.. Dataset: Forward reaction prediction with 1.9M reactions from USPTO patents (1976-2016) (1) Given the reactants [OH:1][C:2]1[CH:11]=[CH:10][C:5]([C:6]([O:8][CH3:9])=[O:7])=[CH:4][CH:3]=1.[CH3:12][O:13][CH:14]([O:17][CH3:18])[CH2:15]Br.[H-].[Na+], predict the reaction product. The product is: [CH3:12][O:13][CH:14]([O:17][CH3:18])[CH2:15][O:1][C:2]1[CH:3]=[CH:4][C:5]([C:6]([O:8][CH3:9])=[O:7])=[CH:10][CH:11]=1. (2) Given the reactants [C:1]1([CH2:7][C:8]([OH:10])=O)[CH:6]=[CH:5][CH:4]=[CH:3][CH:2]=1.C(Cl)(=O)C(Cl)=O.[F:17][C:18]1[CH:23]=[CH:22][C:21]([O:24]C)=[CH:20][CH:19]=1.[Al+3].[Cl-].[Cl-].[Cl-], predict the reaction product. The product is: [F:17][C:18]1[CH:19]=[CH:20][C:21]([OH:24])=[C:22]([C:8](=[O:10])[CH2:7][C:1]2[CH:2]=[CH:3][CH:4]=[CH:5][CH:6]=2)[CH:23]=1. (3) Given the reactants [CH2:1]([N:8]1[C:16]2[C:11](=[CH:12][C:13]([C:17]([OH:26])([C:22]([F:25])([F:24])[F:23])[C:18]([F:21])([F:20])[F:19])=[CH:14][CH:15]=2)[CH:10]=[C:9]1[CH:27]=[O:28])[C:2]1[CH:7]=[CH:6][CH:5]=[CH:4][CH:3]=1.C1CCN2C(=NCCC2)CC1.[Si:40](Cl)([CH2:45][CH3:46])([CH2:43][CH3:44])[CH2:41][CH3:42].[NH4+].[Cl-], predict the reaction product. The product is: [CH2:1]([N:8]1[C:16]2[C:11](=[CH:12][C:13]([C:17]([O:26][Si:40]([CH2:45][CH3:46])([CH2:43][CH3:44])[CH2:41][CH3:42])([C:22]([F:25])([F:23])[F:24])[C:18]([F:19])([F:20])[F:21])=[CH:14][CH:15]=2)[CH:10]=[C:9]1[CH:27]=[O:28])[C:2]1[CH:3]=[CH:4][CH:5]=[CH:6][CH:7]=1. (4) Given the reactants [C:1]1([C:7]2[NH:11][C:10]([C:12]3[CH:13]=[C:14]4[C:19](=[CH:20][CH:21]=3)[CH:18]=[C:17]([OH:22])[CH:16]=[CH:15]4)=[CH:9][CH:8]=2)[CH:6]=[CH:5][CH:4]=[CH:3][CH:2]=1.Br[CH2:24][C:25]1[CH:34]=[CH:33][C:28]([C:29]([O:31][CH3:32])=[O:30])=[CH:27][C:26]=1[C:35]([O:37][CH3:38])=[O:36].C(=O)([O-])[O-].[Cs+].[Cs+], predict the reaction product. The product is: [C:1]1([C:7]2[NH:11][C:10]([C:12]3[CH:13]=[C:14]4[C:19](=[CH:20][CH:21]=3)[CH:18]=[C:17]([O:22][CH2:24][C:25]3[CH:34]=[CH:33][C:28]([C:29]([O:31][CH3:32])=[O:30])=[CH:27][C:26]=3[C:35]([O:37][CH3:38])=[O:36])[CH:16]=[CH:15]4)=[CH:9][CH:8]=2)[CH:2]=[CH:3][CH:4]=[CH:5][CH:6]=1. (5) The product is: [F:32][C:29]1[CH:28]=[CH:27][C:26]([N:23]2[C:19]3[CH:20]=[N:21][CH:22]=[C:17]([C:15]([NH:14][CH:11]([C:7]4[O:8][C:9]([CH3:10])=[C:5]([C:3]([OH:4])=[O:2])[N:6]=4)[CH2:12][CH3:13])=[O:16])[C:18]=3[CH:25]=[N:24]2)=[CH:31][CH:30]=1. Given the reactants C[O:2][C:3]([C:5]1[N:6]=[C:7]([CH:11]([NH:14][C:15]([C:17]2[C:18]3[CH:25]=[N:24][N:23]([C:26]4[CH:31]=[CH:30][C:29]([F:32])=[CH:28][CH:27]=4)[C:19]=3[CH:20]=[N:21][CH:22]=2)=[O:16])[CH2:12][CH3:13])[O:8][C:9]=1[CH3:10])=[O:4].O[Li].O.Cl, predict the reaction product. (6) Given the reactants [CH3:1][N:2]([CH3:19])[CH2:3][C:4]([NH:6][C:7]1[CH:12]=[CH:11][C:10]([NH:13][CH2:14][CH3:15])=[C:9]([N+:16]([O-])=O)[CH:8]=1)=[O:5].C1(C)C=CC(S([O-])(=O)=O)=CC=1.[CH2:31]([N:38]1[C:42](=[O:43])[C:41](=[C:44]2[N:48]([CH3:49])[C:47]3[CH:50]=[C:51]([O:54][CH2:55][CH2:56][O:57][CH3:58])[CH:52]=[CH:53][C:46]=3[S:45]2)[S:40][CH2+:39]1SC)[C:32]1[CH:37]=[CH:36][CH:35]=[CH:34][CH:33]=1, predict the reaction product. The product is: [CH2:31]([N:38]1[C:42](=[O:43])[C:41](=[C:44]2[N:48]([CH3:49])[C:47]3[CH:50]=[C:51]([O:54][CH2:55][CH2:56][O:57][CH3:58])[CH:52]=[CH:53][C:46]=3[S:45]2)[S:40][C:39]1=[N:16][C:9]1[CH:8]=[C:7]([NH:6][C:4](=[O:5])[CH2:3][N:2]([CH3:19])[CH3:1])[CH:12]=[CH:11][C:10]=1[NH:13][CH2:14][CH3:15])[C:32]1[CH:37]=[CH:36][CH:35]=[CH:34][CH:33]=1. (7) The product is: [OH:8][N:9]1[C:15](=[O:16])[N:14]2[CH2:17][C@H:10]1[CH2:11][CH2:12][C@@H:13]2[C:18]([NH:20][NH:21][C:22]([C:24]1[CH:29]=[CH:28][CH:27]=[CH:26][CH:25]=1)=[O:23])=[O:19]. Given the reactants C([O:8][N:9]1[C:15](=[O:16])[N:14]2[CH2:17][C@H:10]1[CH2:11][CH2:12][C@@H:13]2[C:18]([NH:20][NH:21][C:22]([C:24]1[CH:29]=[CH:28][CH:27]=[CH:26][CH:25]=1)=[O:23])=[O:19])C1C=CC=CC=1.[H][H], predict the reaction product. (8) Given the reactants [NH:1]1[C:9]2[C:4](=[CH:5][CH:6]=[CH:7][C:8]=2[C:10]([O:12][CH3:13])=[O:11])[CH:3]=[CH:2]1.Br[CH2:15][C:16]1[CH:21]=[CH:20][CH:19]=[C:18]([C:22]([F:25])([F:24])[F:23])[CH:17]=1.[H-].[Na+], predict the reaction product. The product is: [F:23][C:22]([F:24])([F:25])[C:18]1[CH:17]=[C:16]([CH:21]=[CH:20][CH:19]=1)[CH2:15][N:1]1[C:9]2[C:4](=[CH:5][CH:6]=[CH:7][C:8]=2[C:10]([O:12][CH3:13])=[O:11])[CH:3]=[CH:2]1. (9) Given the reactants C(Cl)(=O)C(Cl)=O.[Br:7][C:8]1[C:16]([O:17][C:18]2[CH:23]=[CH:22][C:21]([F:24])=[CH:20][C:19]=2[F:25])=[CH:15][C:11]([C:12](O)=[O:13])=[C:10]([NH:26][S:27]([CH2:30][CH3:31])(=[O:29])=[O:28])[CH:9]=1.ClCCl.[OH-].[NH4+:36], predict the reaction product. The product is: [Br:7][C:8]1[C:16]([O:17][C:18]2[CH:23]=[CH:22][C:21]([F:24])=[CH:20][C:19]=2[F:25])=[CH:15][C:11]([C:12]([NH2:36])=[O:13])=[C:10]([NH:26][S:27]([CH2:30][CH3:31])(=[O:29])=[O:28])[CH:9]=1. (10) Given the reactants [Cl:16][C:13]1[CH:14]=[CH:15][C:10]([S:9][S:9][C:10]2[CH:15]=[CH:14][C:13]([Cl:16])=[CH:12][CH:11]=2)=[CH:11][CH:12]=1.[CH3:17][O:18][C:19](=[O:31])[CH2:20][C:21]1[C:22]([CH3:30])=[CH:23][N:24]2[C:29]=1[CH:28]=[CH:27][CH:26]=[CH:25]2, predict the reaction product. The product is: [CH3:17][O:18][C:19](=[O:31])[CH2:20][C:21]1[C:22]([CH3:30])=[C:23]([S:9][C:10]2[CH:11]=[CH:12][C:13]([Cl:16])=[CH:14][CH:15]=2)[N:24]2[C:29]=1[CH:28]=[CH:27][CH:26]=[CH:25]2.